The task is: Predict the reactants needed to synthesize the given product.. This data is from Full USPTO retrosynthesis dataset with 1.9M reactions from patents (1976-2016). (1) Given the product [C:3]([SiH2:7][O:8][C:9]([CH3:26])([CH3:25])[C:10]1[N:11]=[CH:12][N:13]([C:15]2[CH:20]=[CH:19][C:18]([NH2:21])=[CH:17][C:16]=2[F:24])[CH:14]=1)([CH3:6])([CH3:4])[CH3:5], predict the reactants needed to synthesize it. The reactants are: [Cl-].[NH4+].[C:3]([SiH2:7][O:8][C:9]([CH3:26])([CH3:25])[C:10]1[N:11]=[CH:12][N:13]([C:15]2[CH:20]=[CH:19][C:18]([N+:21]([O-])=O)=[CH:17][C:16]=2[F:24])[CH:14]=1)([CH3:6])([CH3:5])[CH3:4].C(O)C. (2) Given the product [C:1]([C:3]#[C:4][C:5]1[CH:6]=[CH:7][C:8]([C:9]([NH:18][CH2:19][CH2:20][CH2:21][O:22][CH2:23][CH2:24][O:25][CH2:26][CH2:27][O:28][CH2:29][CH2:30][CH2:31][NH:32][C:33](=[O:58])[CH2:34][CH2:35][CH2:36][CH2:37][CH2:38][CH2:39][CH2:40][CH2:41][C:42]#[C:43][C:44]#[C:45][CH2:46][CH2:47][CH2:48][CH2:49][CH2:50][CH2:51][CH2:52][CH2:53][CH2:54][CH2:55][CH2:56][CH3:57])=[O:11])=[CH:12][CH:13]=1)#[N:2], predict the reactants needed to synthesize it. The reactants are: [C:1]([C:3]#[C:4][C:5]1[CH:13]=[CH:12][C:8]([C:9]([OH:11])=O)=[CH:7][CH:6]=1)#[N:2].O=S(Cl)Cl.[NH2:18][CH2:19][CH2:20][CH2:21][O:22][CH2:23][CH2:24][O:25][CH2:26][CH2:27][O:28][CH2:29][CH2:30][CH2:31][NH:32][C:33](=[O:58])[CH2:34][CH2:35][CH2:36][CH2:37][CH2:38][CH2:39][CH2:40][CH2:41][C:42]#[C:43][C:44]#[C:45][CH2:46][CH2:47][CH2:48][CH2:49][CH2:50][CH2:51][CH2:52][CH2:53][CH2:54][CH2:55][CH2:56][CH3:57]. (3) Given the product [NH2:6][C:7]1[C:12]([C:13]#[N:14])=[CH:11][N:10]=[C:9]([NH:15][C:16]2[CH:17]=[CH:18][C:19]([S:22](=[O:24])(=[O:23])[NH:5][CH:1]3[CH2:4][CH2:3][CH2:2]3)=[CH:20][CH:21]=2)[N:8]=1, predict the reactants needed to synthesize it. The reactants are: [CH:1]1([NH2:5])[CH2:4][CH2:3][CH2:2]1.[NH2:6][C:7]1[C:12]([C:13]#[N:14])=[CH:11][N:10]=[C:9]([NH:15][C:16]2[CH:21]=[CH:20][C:19]([S:22](F)(=[O:24])=[O:23])=[CH:18][CH:17]=2)[N:8]=1. (4) The reactants are: [F:1][C:2]1[CH:14]=[C:13]([N+:15]([O-])=O)[CH:12]=[CH:11][C:3]=1[CH2:4][N:5]1[CH2:10][CH2:9][O:8][CH2:7][CH2:6]1.O.NN. Given the product [F:1][C:2]1[CH:14]=[C:13]([NH2:15])[CH:12]=[CH:11][C:3]=1[CH2:4][N:5]1[CH2:10][CH2:9][O:8][CH2:7][CH2:6]1, predict the reactants needed to synthesize it. (5) Given the product [Cl:19][C:6]1[N:5]=[C:4]2[CH:3]=[C:2]([C:30]3[N:26]([CH:21]4[CH2:22][CH2:23][CH2:24][CH2:25][O:20]4)[N:27]=[CH:28][CH:29]=3)[N:10]([CH2:11][C:12]3[CH:17]=[CH:16][CH:15]=[C:14]([Cl:18])[CH:13]=3)[C:9]2=[CH:8][CH:7]=1, predict the reactants needed to synthesize it. The reactants are: Br[C:2]1[N:10]([CH2:11][C:12]2[CH:17]=[CH:16][CH:15]=[C:14]([Cl:18])[CH:13]=2)[C:9]2[C:4](=[N:5][C:6]([Cl:19])=[CH:7][CH:8]=2)[CH:3]=1.[O:20]1[CH2:25][CH2:24][CH2:23][CH2:22][CH:21]1[N:26]1[C:30](B2OC(C)(C)C(C)(C)O2)=[CH:29][CH:28]=[N:27]1.C([O-])([O-])=O.[Na+].[Na+].